This data is from Forward reaction prediction with 1.9M reactions from USPTO patents (1976-2016). The task is: Predict the product of the given reaction. Given the reactants [CH2:1]([O:8][C:9]1[CH:10]=[C:11]([C:17]([C:19]2[CH:24]=[CH:23][C:22]([O:25][CH3:26])=[C:21]([O:27]CC)[CH:20]=2)=[O:18])[CH:12]=[CH:13][C:14]=1[O:15][CH3:16])[C:2]1C=CC=CC=1, predict the reaction product. The product is: [CH2:1]([O:8][C:9]1[CH:10]=[C:11]([C:17]([C:19]2[CH:24]=[CH:23][C:22]([O:25][CH3:26])=[C:21]([OH:27])[CH:20]=2)=[O:18])[CH:12]=[CH:13][C:14]=1[O:15][CH3:16])[CH3:2].